From a dataset of Full USPTO retrosynthesis dataset with 1.9M reactions from patents (1976-2016). Predict the reactants needed to synthesize the given product. (1) Given the product [Cl:1][C:2]1[C:7]([Cl:8])=[CH:6][CH:5]=[CH:4][C:3]=1[C:9]1[N:13]([CH2:23][C:24]2[CH:25]=[N:26][CH:27]=[CH:28][CH:29]=2)[N:12]=[N:11][N:10]=1, predict the reactants needed to synthesize it. The reactants are: [Cl:1][C:2]1[C:7]([Cl:8])=[CH:6][CH:5]=[CH:4][C:3]=1[C:9]1[NH:13][N:12]=[N:11][N:10]=1.C(N(CC)CC)C.Br.Br[CH2:23][C:24]1[CH:25]=[N:26][CH:27]=[CH:28][CH:29]=1. (2) Given the product [OH:12][C:4]1[CH:3]=[C:2]([O:1][C:15](=[O:16])[N:14]([CH3:18])[CH3:13])[C:7]2[C:8](=[O:19])[CH2:9][O:10][C:6]=2[CH:5]=1, predict the reactants needed to synthesize it. The reactants are: [OH:1][C:2]1[C:7]2[CH2:8][C:9](=O)[O:10][C:6]=2[CH:5]=[C:4]([OH:12])[CH:3]=1.[CH3:13][N:14]([CH3:18])[C:15](Cl)=[O:16].[OH2:19].Cl. (3) Given the product [NH:5]1[CH:1]=[C:2]([CH2:6][CH2:7][C:8]([OH:10])=[O:9])[N:3]=[CH:4]1, predict the reactants needed to synthesize it. The reactants are: [CH:1]1[N:5]=[CH:4][NH:3][C:2]=1/[CH:6]=[CH:7]/[C:8]([OH:10])=[O:9]. (4) Given the product [O:9]1[C:13]2[CH:14]=[CH:15][C:16]([CH2:18][C:19]([OH:21])=[O:20])=[CH:17][C:12]=2[CH:11]=[CH:10]1, predict the reactants needed to synthesize it. The reactants are: BrN1C(=O)CCC1=O.[O:9]1[C:13]2[CH:14]=[CH:15][C:16]([CH2:18][C:19]([OH:21])=[O:20])=[CH:17][C:12]=2[CH2:11][CH2:10]1. (5) The reactants are: [NH2:1][CH2:2][CH:3]1[CH2:8][CH2:7][NH:6][CH2:5][CH2:4]1.[C:9](O[C:9]([O:11][C:12]([CH3:15])([CH3:14])[CH3:13])=[O:10])([O:11][C:12]([CH3:15])([CH3:14])[CH3:13])=[O:10]. Given the product [NH2:1][CH2:2][CH:3]1[CH2:8][CH2:7][N:6]([C:9]([O:11][C:12]([CH3:15])([CH3:14])[CH3:13])=[O:10])[CH2:5][CH2:4]1, predict the reactants needed to synthesize it. (6) Given the product [NH2:2][CH2:1][C:3]1([C:16]2[CH:21]=[CH:20][CH:19]=[C:18]([Cl:22])[N:17]=2)[CH2:8][CH2:7][N:6]([C:9]([O:11][C:12]([CH3:14])([CH3:15])[CH3:13])=[O:10])[CH2:5][CH2:4]1, predict the reactants needed to synthesize it. The reactants are: [C:1]([C:3]1([C:16]2[CH:21]=[CH:20][CH:19]=[C:18]([Cl:22])[N:17]=2)[CH2:8][CH2:7][N:6]([C:9]([O:11][C:12]([CH3:15])([CH3:14])[CH3:13])=[O:10])[CH2:5][CH2:4]1)#[N:2].C(N(CC)CC)C.[H][H]. (7) Given the product [CH2:1]([O:3][C:4]([N:6]1[C:15]2[C:10](=[CH:11][C:12]([C:16]([F:17])([F:18])[F:19])=[CH:13][CH:14]=2)[CH:9]([CH:20]([C:23]2[CH:24]=[C:25]([C:33]([F:34])([F:36])[F:35])[CH:26]=[C:27]([C:29]([F:30])([F:31])[F:32])[CH:28]=2)[CH2:21][O:22][C:46](=[O:48])[CH3:47])[CH2:8][CH:7]1[CH2:37][CH3:38])=[O:5])[CH3:2], predict the reactants needed to synthesize it. The reactants are: [CH2:1]([O:3][C:4]([N:6]1[C:15]2[C:10](=[CH:11][C:12]([C:16]([F:19])([F:18])[F:17])=[CH:13][CH:14]=2)[CH:9]([CH:20]([C:23]2[CH:28]=[C:27]([C:29]([F:32])([F:31])[F:30])[CH:26]=[C:25]([C:33]([F:36])([F:35])[F:34])[CH:24]=2)[CH2:21][OH:22])[CH2:8][CH:7]1[CH2:37][CH3:38])=[O:5])[CH3:2].C(N(CC)CC)C.[C:46](Cl)(=[O:48])[CH3:47]. (8) Given the product [CH2:8]([N:15]1[C@@H:20]2[CH2:21][CH2:22][C@@:16]1([C:24]1[CH:25]=[CH:26][C:27]([F:30])=[CH:28][CH:29]=1)[C@H:17]([O:23][CH2:36][C:35]1[CH:38]=[C:39]([C:41]([F:43])([F:44])[F:42])[CH:40]=[C:33]([C:32]([F:31])([F:45])[F:46])[CH:34]=1)[CH2:18][CH2:19]2)[C:9]1[CH:10]=[CH:11][CH:12]=[CH:13][CH:14]=1, predict the reactants needed to synthesize it. The reactants are: [H-].[Na+].C1COCC1.[CH2:8]([N:15]1[C@@H:20]2[CH2:21][CH2:22][C@@:16]1([C:24]1[CH:29]=[CH:28][C:27]([F:30])=[CH:26][CH:25]=1)[C@H:17]([OH:23])[CH2:18][CH2:19]2)[C:9]1[CH:14]=[CH:13][CH:12]=[CH:11][CH:10]=1.[F:31][C:32]([F:46])([F:45])[C:33]1[CH:34]=[C:35]([CH:38]=[C:39]([C:41]([F:44])([F:43])[F:42])[CH:40]=1)[CH2:36]Br. (9) Given the product [F:1][C:2]1[CH:3]=[C:4]([CH:8]([OH:25])[CH2:9][O:10][C:11]2[CH:24]=[CH:23][C:14]([CH2:15][CH:16]3[S:20][C:19](=[O:21])[NH:18][C:17]3=[O:22])=[CH:13][CH:12]=2)[CH:5]=[CH:6][CH:7]=1, predict the reactants needed to synthesize it. The reactants are: [F:1][C:2]1[CH:3]=[C:4]([CH:8]([OH:25])[CH2:9][O:10][C:11]2[CH:24]=[CH:23][C:14]([CH:15]=[C:16]3[S:20][C:19](=[O:21])[NH:18][C:17]3=[O:22])=[CH:13][CH:12]=2)[CH:5]=[CH:6][CH:7]=1.N1C=CC=CC=1C1C=CC=CN=1.[BH4-].[Na+].[BH4-]. (10) Given the product [F:64][C:2]1([F:1])[C:6]2[N:7]([CH2:14][C:15]([NH:17][C@H:18]([C:28]3[C:29]([C:48]4[CH:49]=[CH:50][CH:51]=[C:52]5[C:56]=4[N:55]([CH3:57])[N:54]=[C:53]5[NH:58][S:59]([CH3:62])(=[O:60])=[O:61])=[CH:30][CH:31]=[C:32]([C:34]#[C:35][C:36]4([OH:47])[CH2:37][N:38]([CH3:40])[CH2:39]4)[N:33]=3)[CH2:19][C:20]3[CH:21]=[C:22]([F:27])[CH:23]=[C:24]([F:26])[CH:25]=3)=[O:16])[N:8]=[C:9]([C:10]([F:13])([F:12])[F:11])[C:5]=2[C@H:4]2[CH2:63][C@@H:3]12, predict the reactants needed to synthesize it. The reactants are: [F:1][C:2]1([F:64])[C:6]2[N:7]([CH2:14][C:15]([NH:17][C@H:18]([C:28]3[N:33]=[C:32]([C:34]#[C:35][C:36]4([OH:47])[CH2:39][N:38]([C:40](OC(C)(C)C)=O)[CH2:37]4)[CH:31]=[CH:30][C:29]=3[C:48]3[CH:49]=[CH:50][CH:51]=[C:52]4[C:56]=3[N:55]([CH3:57])[N:54]=[C:53]4[NH:58][S:59]([CH3:62])(=[O:61])=[O:60])[CH2:19][C:20]3[CH:25]=[C:24]([F:26])[CH:23]=[C:22]([F:27])[CH:21]=3)=[O:16])[N:8]=[C:9]([C:10]([F:13])([F:12])[F:11])[C:5]=2[C@H:4]2[CH2:63][C@@H:3]12.BrC1C([C@@H](NC(=O)CN2C3C(F)(F)[C@@H]4C[C@@H]4C=3C(C(F)(F)F)=N2)CC2C=C(F)C=C(F)C=2)=NC(C#CC2(O)CN(C)C2)=CC=1.